This data is from Retrosynthesis with 50K atom-mapped reactions and 10 reaction types from USPTO. The task is: Predict the reactants needed to synthesize the given product. Given the product COc1ccc(C2=NC(C)(C)CO2)cn1, predict the reactants needed to synthesize it. The reactants are: CC1(C)COC(c2ccc(Cl)nc2)=N1.C[O-].